This data is from Catalyst prediction with 721,799 reactions and 888 catalyst types from USPTO. The task is: Predict which catalyst facilitates the given reaction. (1) Reactant: CC(C)([O-])C.[K+].[C:7]([CH2:9]P(=O)(OCC)OCC)#[N:8].O=[C:19]1[CH2:22][N:21]([C:23]([O:25][C:26]([CH3:29])([CH3:28])[CH3:27])=[O:24])[CH2:20]1.O. Product: [C:7]([CH:9]=[C:19]1[CH2:22][N:21]([C:23]([O:25][C:26]([CH3:29])([CH3:28])[CH3:27])=[O:24])[CH2:20]1)#[N:8]. The catalyst class is: 7. (2) Reactant: [Li]CCCC.[C:6](#[N:8])[CH3:7].[CH3:9][C:10]([C:12]1[CH:17]=[CH:16][CH:15]=[C:14]([Cl:18])[CH:13]=1)=[O:11]. Product: [Cl:18][C:14]1[CH:13]=[C:12]([C:10]([OH:11])([CH3:9])[CH2:7][C:6]#[N:8])[CH:17]=[CH:16][CH:15]=1. The catalyst class is: 1. (3) Reactant: [CH3:1][O:2][C:3](=[O:29])[C@@H:4]([NH:18][C:19](=[O:28])[C:20]1[CH:25]=[C:24](Br)[C:23](O)=[CH:22][CH:21]=1)[CH2:5][C:6]1[CH:11]=[CH:10][C:9]([C:12]2[CH:17]=[CH:16][CH:15]=[CH:14][CH:13]=2)=[CH:8][CH:7]=1.[Cl:30][C:31]1[CH:32]=[C:33](B(O)O)[CH:34]=[CH:35][C:36]=1[F:37].C([O-])([O-])=[O:42].[Na+].[Na+]. Product: [CH3:1][O:2][C:3](=[O:29])[C@@H:4]([NH:18][C:19]([C:20]1[CH:21]=[C:22]([C:33]2[CH:34]=[CH:35][C:36]([F:37])=[C:31]([Cl:30])[CH:32]=2)[CH:23]=[CH:24][C:25]=1[OH:42])=[O:28])[CH2:5][C:6]1[CH:11]=[CH:10][C:9]([C:12]2[CH:17]=[CH:16][CH:15]=[CH:14][CH:13]=2)=[CH:8][CH:7]=1. The catalyst class is: 104. (4) Reactant: [H-].[H-].[H-].[H-].[Li+].[Al+3].[C:7]1([CH2:13][CH2:14][CH2:15][CH2:16][CH2:17][CH2:18][C:19](O)=[O:20])[CH:12]=[CH:11][CH:10]=[CH:9][CH:8]=1.O.[OH-].[K+]. Product: [C:7]1([CH2:13][CH2:14][CH2:15][CH2:16][CH2:17][CH2:18][CH2:19][OH:20])[CH:12]=[CH:11][CH:10]=[CH:9][CH:8]=1. The catalyst class is: 28. (5) Reactant: [N:1]1([C:7]2[C:8]3[N:22]=[N:21][N:20]([CH2:23][CH2:24][N:25]4[CH2:30][CH2:29][NH:28][CH2:27][CH2:26]4)[C:9]=3[N:10]=[C:11]([C:13]3[CH:14]=[C:15]([OH:19])[CH:16]=[CH:17][CH:18]=3)[N:12]=2)[CH2:6][CH2:5][O:4][CH2:3][CH2:2]1.CCN(CC)CC.[C:38](Cl)(=[O:45])[C:39]1[CH:44]=[CH:43][CH:42]=[CH:41][CH:40]=1. Product: [C:38]([N:28]1[CH2:27][CH2:26][N:25]([CH2:24][CH2:23][N:20]2[C:9]3[N:10]=[C:11]([C:13]4[CH:14]=[C:15]([OH:19])[CH:16]=[CH:17][CH:18]=4)[N:12]=[C:7]([N:1]4[CH2:2][CH2:3][O:4][CH2:5][CH2:6]4)[C:8]=3[N:22]=[N:21]2)[CH2:30][CH2:29]1)(=[O:45])[C:39]1[CH:44]=[CH:43][CH:42]=[CH:41][CH:40]=1. The catalyst class is: 1. (6) Reactant: [C:1]1([N:7]([CH2:12][C:13]([OH:15])=[O:14])[CH2:8][C:9]([OH:11])=O)[CH:6]=[CH:5][CH:4]=[CH:3][CH:2]=1.C(OC(=O)C)(=O)C.CCCCCC. Product: [C:1]1([N:7]2[CH2:8][C:9](=[O:11])[O:15][C:13](=[O:14])[CH2:12]2)[CH:2]=[CH:3][CH:4]=[CH:5][CH:6]=1. The catalyst class is: 11. (7) Reactant: [O:1]=[S:2]1(=[O:41])[CH2:7][CH2:6][N:5]([CH2:8][CH2:9][NH:10][C@:11]23[CH2:37][CH2:36][C@@H:35]([C:38]([CH3:40])=[CH2:39])[C@@H:12]2[C@@H:13]2[C@@:26]([CH3:29])([CH2:27][CH2:28]3)[C@@:25]3([CH3:30])[C@@H:16]([C@:17]4([CH3:34])[C@@H:22]([CH2:23][CH2:24]3)[C:21]([CH3:32])([CH3:31])[C:20](=[O:33])[CH2:19][CH2:18]4)[CH2:15][CH2:14]2)[CH2:4][CH2:3]1.C[Si]([N-][Si](C)(C)C)(C)C.[K+].[F:52][C:53]([F:72])([F:71])[S:54](N(C1C=CC=CC=1)[S:54]([C:53]([F:72])([F:71])[F:52])(=[O:56])=[O:55])(=[O:56])=[O:55]. Product: [F:52][C:53]([F:72])([F:71])[S:54]([O:33][C:20]1[C:21]([CH3:31])([CH3:32])[C@H:22]2[C@:17]([CH3:34])([CH2:18][CH:19]=1)[C@@H:16]1[C@:25]([CH3:30])([C@@:26]3([CH3:29])[C@H:13]([CH2:14][CH2:15]1)[C@H:12]1[C@H:35]([C:38]([CH3:40])=[CH2:39])[CH2:36][CH2:37][C@:11]1([NH:10][CH2:9][CH2:8][N:5]1[CH2:6][CH2:7][S:2](=[O:1])(=[O:41])[CH2:3][CH2:4]1)[CH2:28][CH2:27]3)[CH2:24][CH2:23]2)(=[O:56])=[O:55]. The catalyst class is: 1.